From a dataset of NCI-60 drug combinations with 297,098 pairs across 59 cell lines. Regression. Given two drug SMILES strings and cell line genomic features, predict the synergy score measuring deviation from expected non-interaction effect. Drug 1: CC1CCC2CC(C(=CC=CC=CC(CC(C(=O)C(C(C(=CC(C(=O)CC(OC(=O)C3CCCCN3C(=O)C(=O)C1(O2)O)C(C)CC4CCC(C(C4)OC)OCCO)C)C)O)OC)C)C)C)OC. Drug 2: C1=CN(C=N1)CC(O)(P(=O)(O)O)P(=O)(O)O. Cell line: LOX IMVI. Synergy scores: CSS=16.2, Synergy_ZIP=-3.43, Synergy_Bliss=2.88, Synergy_Loewe=-13.6, Synergy_HSA=-0.651.